From a dataset of Peptide-MHC class I binding affinity with 185,985 pairs from IEDB/IMGT. Regression. Given a peptide amino acid sequence and an MHC pseudo amino acid sequence, predict their binding affinity value. This is MHC class I binding data. (1) The peptide sequence is MGMEQTMSV. The MHC is HLA-A29:02 with pseudo-sequence HLA-A29:02. The binding affinity (normalized) is 0.0847. (2) The MHC is HLA-B51:01 with pseudo-sequence HLA-B51:01. The binding affinity (normalized) is 0.0847. The peptide sequence is QYSPHSFMA.